Dataset: TCR-epitope binding with 47,182 pairs between 192 epitopes and 23,139 TCRs. Task: Binary Classification. Given a T-cell receptor sequence (or CDR3 region) and an epitope sequence, predict whether binding occurs between them. (1) The epitope is SFHSLHLLF. The TCR CDR3 sequence is CASKSERGTYEQYF. Result: 0 (the TCR does not bind to the epitope). (2) The epitope is EIYKRWII. The TCR CDR3 sequence is CASSLVGQGARQPQHF. Result: 1 (the TCR binds to the epitope). (3) The epitope is NLVPMVATV. The TCR CDR3 sequence is CASSQGPGEQYF. Result: 0 (the TCR does not bind to the epitope). (4) The epitope is ITEEVGHTDLMAAY. The TCR CDR3 sequence is CASSNSGSVDGELFF. Result: 0 (the TCR does not bind to the epitope). (5) The epitope is EPLPQGQLTAY. The TCR CDR3 sequence is CASSYGAQQYF. Result: 0 (the TCR does not bind to the epitope).